Dataset: NCI-60 drug combinations with 297,098 pairs across 59 cell lines. Task: Regression. Given two drug SMILES strings and cell line genomic features, predict the synergy score measuring deviation from expected non-interaction effect. (1) Drug 1: CC1=C(C(=CC=C1)Cl)NC(=O)C2=CN=C(S2)NC3=CC(=NC(=N3)C)N4CCN(CC4)CCO. Drug 2: CCC1(CC2CC(C3=C(CCN(C2)C1)C4=CC=CC=C4N3)(C5=C(C=C6C(=C5)C78CCN9C7C(C=CC9)(C(C(C8N6C)(C(=O)OC)O)OC(=O)C)CC)OC)C(=O)OC)O.OS(=O)(=O)O. Cell line: MALME-3M. Synergy scores: CSS=3.85, Synergy_ZIP=-1.68, Synergy_Bliss=-1.64, Synergy_Loewe=-6.12, Synergy_HSA=-1.67. (2) Synergy scores: CSS=30.7, Synergy_ZIP=1.75, Synergy_Bliss=1.78, Synergy_Loewe=-34.7, Synergy_HSA=1.51. Drug 1: CC1C(C(CC(O1)OC2CC(CC3=C2C(=C4C(=C3O)C(=O)C5=C(C4=O)C(=CC=C5)OC)O)(C(=O)C)O)N)O.Cl. Cell line: NCI-H460. Drug 2: CC12CCC3C(C1CCC2O)C(CC4=C3C=CC(=C4)O)CCCCCCCCCS(=O)CCCC(C(F)(F)F)(F)F. (3) Drug 1: CC12CCC(CC1=CCC3C2CCC4(C3CC=C4C5=CN=CC=C5)C)O. Drug 2: CC1=C(C(=O)C2=C(C1=O)N3CC4C(C3(C2COC(=O)N)OC)N4)N. Cell line: M14. Synergy scores: CSS=42.3, Synergy_ZIP=-2.42, Synergy_Bliss=-3.88, Synergy_Loewe=-38.6, Synergy_HSA=-3.72. (4) Drug 1: C1CN1P(=S)(N2CC2)N3CC3. Drug 2: CN1C2=C(C=C(C=C2)N(CCCl)CCCl)N=C1CCCC(=O)O.Cl. Cell line: MCF7. Synergy scores: CSS=5.09, Synergy_ZIP=-0.397, Synergy_Bliss=2.01, Synergy_Loewe=-3.81, Synergy_HSA=-3.49. (5) Drug 1: C1=CC(=CC=C1CCCC(=O)O)N(CCCl)CCCl. Drug 2: C1=CN(C(=O)N=C1N)C2C(C(C(O2)CO)O)O.Cl. Cell line: PC-3. Synergy scores: CSS=31.9, Synergy_ZIP=-11.9, Synergy_Bliss=-8.33, Synergy_Loewe=-3.13, Synergy_HSA=-2.35.